The task is: Predict the reactants needed to synthesize the given product.. This data is from Retrosynthesis with 50K atom-mapped reactions and 10 reaction types from USPTO. (1) Given the product CC(C(=O)O)c1ccc(CC2CSCC2O)cc1, predict the reactants needed to synthesize it. The reactants are: CC(C(=O)O)c1ccc(CC2CSCC2=O)cc1. (2) Given the product CCCO[C@H]1CC[C@H](N2CCC(Nc3cc(C)c(Cl)cc3[N+](=O)[O-])CC2)CC1, predict the reactants needed to synthesize it. The reactants are: CCCO[C@H]1CC[C@H](N2CCC(N)CC2)CC1.Cc1cc(F)c([N+](=O)[O-])cc1Cl. (3) Given the product COc1ccccc1COCCCOc1ccc(C2CCN(C(=O)OC(C)(C)C)CC2OCc2cc3cccc(CCNC(C)=O)c3o2)cc1, predict the reactants needed to synthesize it. The reactants are: CC(=O)NCCc1cccc2cc(CCl)oc12.COc1ccccc1COCCCOc1ccc(C2CCN(C(=O)OC(C)(C)C)CC2O)cc1. (4) The reactants are: C=CCOc1ccc(C)c(Nc2ccnc(Cl)n2)c1.Nc1cccc(C(=O)O)c1. Given the product C=CCOc1ccc(C)c(Nc2ccnc(Nc3cccc(C(=O)O)c3)n2)c1, predict the reactants needed to synthesize it. (5) Given the product CC1(C)Cc2cc(Cl)cc(C(=O)NS(C)(=O)=O)c2NC1c1cccc(N2CCOCC2)c1, predict the reactants needed to synthesize it. The reactants are: CC1(C)Cc2cc(Cl)cc(C(=O)O)c2NC1c1cccc(N2CCOCC2)c1.CS(N)(=O)=O.